From a dataset of Full USPTO retrosynthesis dataset with 1.9M reactions from patents (1976-2016). Predict the reactants needed to synthesize the given product. (1) Given the product [CH3:18][O:17][C:13]([C:14]1[S:15][C:5]([CH:4]([O:10][CH2:11][CH3:12])[O:3][CH2:1][CH3:2])=[CH:6][C:7]=1[CH3:8])=[O:16], predict the reactants needed to synthesize it. The reactants are: [CH2:1]([O:3][CH:4]([O:10][CH2:11][CH3:12])[C:5]#[C:6][C:7](=O)[CH3:8])[CH3:2].[C:13]([O:17][CH3:18])(=[O:16])[CH2:14][SH:15].CO.C([O-])([O-])=O.[Cs+].[Cs+].[O-]S([O-])(=O)=O.[Mg+2]. (2) Given the product [ClH:32].[CH:1]([O:4][C:5]1[C:13]([O:14][CH3:15])=[CH:12][CH:11]=[CH:10][C:6]=1[CH2:7][N:8]([CH3:9])[C:53](=[O:55])/[CH:52]=[CH:51]/[C:48]1[CH:49]=[N:50][C:44]2[NH:43][C:42](=[O:56])[N:41]([CH2:40][CH2:39][N:33]3[CH2:34][CH2:35][O:36][CH2:37][CH2:38]3)[CH2:46][C:45]=2[CH:47]=1)([CH3:3])[CH3:2], predict the reactants needed to synthesize it. The reactants are: [CH:1]([O:4][C:5]1[C:13]([O:14][CH3:15])=[CH:12][CH:11]=[CH:10][C:6]=1[CH2:7][NH:8][CH3:9])([CH3:3])[CH3:2].CNCC1C=CC2C(=CC=CC=2)C=1CCC.[ClH:32].[N:33]1([CH2:39][CH2:40][N:41]2[CH2:46][C:45]3[CH:47]=[C:48](/[CH:51]=[CH:52]/[C:53]([OH:55])=O)[CH:49]=[N:50][C:44]=3[NH:43][C:42]2=[O:56])[CH2:38][CH2:37][O:36][CH2:35][CH2:34]1. (3) The reactants are: Br[CH2:2][C:3]1[CH:28]=[CH:27][C:6]2[S:7][C:8]([C:11]3[CH:16]=[CH:15][C:14]([C:17]4[CH:22]=[CH:21][CH:20]=[CH:19][CH:18]=4)=[C:13]([C:23]([F:26])([F:25])[F:24])[CH:12]=3)=[C:9]([Cl:10])[C:5]=2[CH:4]=1.Cl.[C:30]([O:34][C:35](=[O:39])[CH2:36][CH2:37][NH2:38])([CH3:33])([CH3:32])[CH3:31].C([O-])([O-])=O.[K+].[K+]. Given the product [C:30]([O:34][C:35](=[O:39])[CH2:36][CH2:37][NH:38][CH2:2][C:3]1[CH:28]=[CH:27][C:6]2[S:7][C:8]([C:11]3[CH:16]=[CH:15][C:14]([C:17]4[CH:22]=[CH:21][CH:20]=[CH:19][CH:18]=4)=[C:13]([C:23]([F:26])([F:25])[F:24])[CH:12]=3)=[C:9]([Cl:10])[C:5]=2[CH:4]=1)([CH3:33])([CH3:32])[CH3:31], predict the reactants needed to synthesize it. (4) Given the product [CH:1]1([CH:7]2[CH:16]3[CH2:17][CH2:18][CH2:19][O:20][CH:15]3[C:14]3[CH:13]=[C:12]([O:21][CH2:22][CH2:23][CH:24]([CH3:26])[CH3:25])[CH:11]=[CH:10][C:9]=3[N:8]2[CH3:29])[CH2:2][CH2:3][CH2:4][CH2:5][CH2:6]1, predict the reactants needed to synthesize it. The reactants are: [CH:1]1([CH:7]2[CH:16]3[CH2:17][CH2:18][CH2:19][O:20][CH:15]3[C:14]3[CH:13]=[C:12]([O:21][CH2:22][CH2:23][CH:24]([CH3:26])[CH3:25])[CH:11]=[CH:10][C:9]=3[NH:8]2)[CH2:6][CH2:5][CH2:4][CH2:3][CH2:2]1.[BH-](OC(C)=O)(OC(C)=O)O[C:29](C)=O.[Na+].C=O. (5) Given the product [Br:1][C:2]1[CH:7]=[CH:6][C:5]([Cl:8])=[C:4]2[C:3]=1[CH:12]=[CH:13][NH:9]2, predict the reactants needed to synthesize it. The reactants are: [Br:1][C:2]1[CH:7]=[CH:6][C:5]([Cl:8])=[C:4]([N+:9]([O-])=O)[CH:3]=1.[CH:12]([Mg]Br)=[CH2:13].[NH4+].[Cl-]. (6) Given the product [C:16]1([N:5]2[CH:6]=[C:7]([C:8]([O:10][CH2:11][CH3:12])=[O:9])[C:3]([C:2]([F:1])([F:13])[F:14])=[N:4]2)[CH:21]=[CH:20][CH:19]=[CH:18][CH:17]=1, predict the reactants needed to synthesize it. The reactants are: [F:1][C:2]([F:14])([F:13])[C:3]1[C:7]([C:8]([O:10][CH2:11][CH3:12])=[O:9])=[CH:6][NH:5][N:4]=1.I[C:16]1[CH:21]=[CH:20][CH:19]=[CH:18][CH:17]=1.C(=O)([O-])[O-].[K+].[K+].CN[C@H]1CCCC[C@@H]1NC. (7) Given the product [F:27][C:22]1[CH:23]=[CH:24][CH:25]=[CH:26][C:21]=1/[C:19](/[CH3:20])=[CH:18]\[N:6]1[C:7]2[CH:8]=[CH:9][C:10]([CH3:16])=[CH:11][C:12]=2[C:13]2[CH2:14][CH2:15][N:2]([CH3:1])[CH2:3][CH2:4][C:5]1=2, predict the reactants needed to synthesize it. The reactants are: [CH3:1][N:2]1[CH2:15][CH2:14][C:13]2[C:12]3[CH:11]=[C:10]([CH3:16])[CH:9]=[CH:8][C:7]=3[NH:6][C:5]=2[CH2:4][CH2:3]1.Br[CH:18]=[C:19]([C:21]1[CH:26]=[CH:25][CH:24]=[CH:23][C:22]=1[F:27])[CH3:20].N1CCC[C@H]1C(O)=O.[O-]P([O-])([O-])=O.[K+].[K+].[K+].